This data is from Catalyst prediction with 721,799 reactions and 888 catalyst types from USPTO. The task is: Predict which catalyst facilitates the given reaction. (1) Reactant: S(OOS([O-])(=O)=O)([O-])(=O)=O.[NH4+].[NH4+].[C:13]([OH:17])(=[O:16])[CH:14]=[CH2:15].[CH:18]([S:26]([O-:29])(=[O:28])=[O:27])=[CH:19][C:20]1[CH:25]=[CH:24][CH:23]=[CH:22][CH:21]=1.[K+:30]. Product: [C:13]([OH:17])(=[O:16])[CH:14]=[CH2:15].[CH:18]([S:26]([O-:29])(=[O:27])=[O:28])=[CH:19][C:20]1[CH:25]=[CH:24][CH:23]=[CH:22][CH:21]=1.[K+:30]. The catalyst class is: 6. (2) Reactant: C[O:2][C:3]1[CH:18]=[CH:17][C:6]([O:7][C:8]2[CH:13]=[CH:12][C:11]([C:14](=[O:16])[CH3:15])=[CH:10][CH:9]=2)=[CH:5][CH:4]=1.B(Br)(Br)Br. Product: [OH:2][C:3]1[CH:4]=[CH:5][C:6]([O:7][C:8]2[CH:13]=[CH:12][C:11]([C:14](=[O:16])[CH3:15])=[CH:10][CH:9]=2)=[CH:17][CH:18]=1. The catalyst class is: 2. (3) Reactant: [NH2:1][CH2:2][CH2:3][O:4][CH2:5][CH2:6][N:7]1[C:19]2[C:18]3[CH2:17][CH2:16][CH2:15][CH2:14][C:13]=3[N:12]=[C:11]([NH2:20])[C:10]=2[N:9]=[C:8]1[CH2:21][CH2:22][O:23][CH3:24].[C:25]1([N:31]=[C:32]=[O:33])[CH:30]=[CH:29][CH:28]=[CH:27][CH:26]=1.CCN(CC)CC. Product: [NH2:20][C:11]1[C:10]2[N:9]=[C:8]([CH2:21][CH2:22][O:23][CH3:24])[N:7]([CH2:6][CH2:5][O:4][CH2:3][CH2:2][NH:1][C:32]([NH:31][C:25]3[CH:30]=[CH:29][CH:28]=[CH:27][CH:26]=3)=[O:33])[C:19]=2[C:18]2[CH2:17][CH2:16][CH2:15][CH2:14][C:13]=2[N:12]=1. The catalyst class is: 2.